Task: Predict the reaction yield, written as a fraction of the theoretical maximum amount of product (1.0 means a 100% yield; for example, 0.34 means a 34% yield).. Dataset: Reaction yield outcomes from USPTO patents with 853,638 reactions (1) The reactants are [NH:1]([C:3]1[CH:18]=[CH:17][C:6]([C:7]([NH:9][CH2:10][CH:11]2[CH2:16][CH2:15][O:14][CH2:13][CH2:12]2)=[O:8])=[CH:5][N:4]=1)[NH2:2].[C:19]([C:21]1[CH:22]=[N:23][N:24]([C:26](=[CH:32]N(C)C)[C:27](OCC)=[O:28])[CH:25]=1)#[N:20].Cl.CCN(C(C)C)C(C)C. The catalyst is CC(O)C. The product is [C:19]([C:21]1[CH:22]=[N:23][N:24]([C:26]2[CH:32]=[N:2][N:1]([C:3]3[CH:18]=[CH:17][C:6]([C:7]([NH:9][CH2:10][CH:11]4[CH2:16][CH2:15][O:14][CH2:13][CH2:12]4)=[O:8])=[CH:5][N:4]=3)[C:27]=2[OH:28])[CH:25]=1)#[N:20]. The yield is 0.342. (2) The reactants are [OH:1][C:2]1[CH:3]=[C:4]([CH:7]=[CH:8][CH:9]=1)[CH:5]=[O:6].C(=O)([O-])[O-].[K+].[K+].Cl.[N:17]1[CH:22]=[CH:21][CH:20]=[CH:19][C:18]=1[CH2:23]Cl. The catalyst is CN(C)C=O. The product is [N:17]1[CH:22]=[CH:21][CH:20]=[CH:19][C:18]=1[CH2:23][O:1][C:2]1[CH:3]=[C:4]([CH:7]=[CH:8][CH:9]=1)[CH:5]=[O:6]. The yield is 0.570. (3) The reactants are [CH3:1][O:2][C:3]1[CH:11]=[CH:10][C:9]([O:12][CH3:13])=[CH:8][C:4]=1[C:5]([OH:7])=O.Cl.[CH3:15][C:16]1[C:20]([CH2:21][N:22]2[CH:26]=[C:25]([NH2:27])[CH:24]=[N:23]2)=[C:19]([CH3:28])[O:18][N:17]=1. No catalyst specified. The product is [CH3:15][C:16]1[C:20]([CH2:21][N:22]2[CH:26]=[C:25]([NH:27][C:5](=[O:7])[C:4]3[CH:8]=[C:9]([O:12][CH3:13])[CH:10]=[CH:11][C:3]=3[O:2][CH3:1])[CH:24]=[N:23]2)=[C:19]([CH3:28])[O:18][N:17]=1. The yield is 0.130.